Predict the reactants needed to synthesize the given product. From a dataset of Full USPTO retrosynthesis dataset with 1.9M reactions from patents (1976-2016). (1) Given the product [F:17][C:12]1[CH:11]=[C:10]([NH:9][C:7]([C:6]2[CH:18]=[C:2]([N:25]3[CH2:24][C@@H:21]4[CH2:22][CH2:23][N:19]([C:27]([O:29][C:30]([CH3:33])([CH3:32])[CH3:31])=[O:28])[C@@H:20]4[CH2:26]3)[CH:3]=[N:4][CH:5]=2)=[O:8])[CH:15]=[C:14]([F:16])[CH:13]=1, predict the reactants needed to synthesize it. The reactants are: Br[C:2]1[CH:3]=[N:4][CH:5]=[C:6]([CH:18]=1)[C:7]([NH:9][C:10]1[CH:15]=[C:14]([F:16])[CH:13]=[C:12]([F:17])[CH:11]=1)=[O:8].[N:19]1([C:27]([O:29][C:30]([CH3:33])([CH3:32])[CH3:31])=[O:28])[CH2:23][CH2:22][C@H:21]2[CH2:24][NH:25][CH2:26][C@@H:20]12. (2) Given the product [F:1][C:2]1[CH:3]=[C:4]2[C:8](=[CH:9][CH:10]=1)[N:7]([CH3:15])[CH:6]=[C:5]2[CH:11]=[O:12], predict the reactants needed to synthesize it. The reactants are: [F:1][C:2]1[CH:3]=[C:4]2[C:8](=[CH:9][CH:10]=1)[NH:7][CH:6]=[C:5]2[CH:11]=[O:12].[H-].[Na+].[CH3:15]I. (3) Given the product [CH3:1][O:2][C:3]1[CH:8]=[CH:7][C:6]([C@@H:9]2[C@@H:14]([O:15][CH2:16][C:17]3[CH:18]=[CH:19][C:20]4[O:25][CH2:24][CH2:23][N:22]([CH2:26][CH2:27][CH2:28][O:29][CH3:30])[C:21]=4[CH:31]=3)[CH2:13][N:12]([S:32]([C:35]3[CH:36]=[CH:37][C:38]([CH3:41])=[CH:39][CH:40]=3)(=[O:34])=[O:33])[CH2:11][C@H:10]2[O:42][CH2:43][C:44]([N:48]2[CH2:52][CH2:51][CH2:50][CH2:49]2)=[O:45])=[CH:5][CH:4]=1, predict the reactants needed to synthesize it. The reactants are: [CH3:1][O:2][C:3]1[CH:8]=[CH:7][C:6]([C@@H:9]2[C@@H:14]([O:15][CH2:16][C:17]3[CH:18]=[CH:19][C:20]4[O:25][CH2:24][CH2:23][N:22]([CH2:26][CH2:27][CH2:28][O:29][CH3:30])[C:21]=4[CH:31]=3)[CH2:13][N:12]([S:32]([C:35]3[CH:40]=[CH:39][C:38]([CH3:41])=[CH:37][CH:36]=3)(=[O:34])=[O:33])[CH2:11][C@H:10]2[O:42][CH2:43][C:44](OC)=[O:45])=[CH:5][CH:4]=1.[NH:48]1[CH2:52][CH2:51][CH2:50][CH2:49]1. (4) Given the product [CH2:10]([O:33][CH:17]([C:13]1[CH:12]=[C:11]2[C:16](=[CH:15][CH:14]=1)[N:8]([C:5]1[CH:4]=[CH:3][C:2]([F:1])=[CH:7][CH:6]=1)[N:9]=[CH:10]2)[C:18]([CH3:24])([CH3:23])[C:19]([OH:21])=[O:20])[C:11]1[CH:16]=[CH:15][CH:14]=[CH:13][CH:12]=1, predict the reactants needed to synthesize it. The reactants are: [F:1][C:2]1[CH:7]=[CH:6][C:5]([N:8]2[C:16]3[C:11](=[CH:12][C:13](/[C:17](=C\C(C)C)/[C:18]([CH3:24])([CH3:23])[C:19]([O:21]C)=[O:20])=[CH:14][CH:15]=3)[CH:10]=[N:9]2)=[CH:4][CH:3]=1.CS(C)=O.[OH-:33].[Na+]. (5) Given the product [CH2:1]([O:4][C:5]1[CH:15]=[CH:14][CH:13]=[CH:12][C:6]=1[C:7]([OH:9])=[O:8])[CH:2]=[CH2:3], predict the reactants needed to synthesize it. The reactants are: [CH2:1]([O:4][C:5]1[CH:15]=[CH:14][CH:13]=[CH:12][C:6]=1[C:7]([O:9]CC)=[O:8])[CH:2]=[CH2:3].[OH-].[Na+].Cl. (6) The reactants are: [Br:1][C:2]1[CH:8]=[CH:7][C:5]([NH2:6])=[C:4]([CH2:9][CH3:10])[CH:3]=1.[F:11][C:12]1[CH:25]=[CH:24][C:15]2[S:16][C:17]([S:20](Cl)(=[O:22])=[O:21])=[C:18]([CH3:19])[C:14]=2[CH:13]=1. Given the product [Br:1][C:2]1[CH:8]=[CH:7][C:5]([NH:6][S:20]([C:17]2[S:16][C:15]3[CH:24]=[CH:25][C:12]([F:11])=[CH:13][C:14]=3[C:18]=2[CH3:19])(=[O:22])=[O:21])=[C:4]([CH2:9][CH3:10])[CH:3]=1, predict the reactants needed to synthesize it. (7) The reactants are: [C:1]([OH:5])(=[O:4])[CH:2]=O.[Cl:6][C:7]1[CH:8]=[C:9]2[C:14](=[CH:15][CH:16]=1)[CH2:13][N:12](C(=O)C)[CH:11]=[CH:10]2. Given the product [ClH:6].[Cl:6][C:7]1[CH:8]=[C:9]2[C:14](=[CH:15][CH:16]=1)[CH:13]=[N:12][CH:11]=[C:10]2[CH2:2][C:1]([OH:5])=[O:4], predict the reactants needed to synthesize it.